Dataset: Full USPTO retrosynthesis dataset with 1.9M reactions from patents (1976-2016). Task: Predict the reactants needed to synthesize the given product. (1) Given the product [Br:1][C:2]1[CH:7]=[CH:6][C:5]([CH:8]2[C:16]3[C:11](=[CH:12][CH:13]=[CH:14][CH:15]=3)[N:10]([CH2:17][C:18]3[O:19][C:20]([C:23]([F:26])([F:25])[F:24])=[CH:21][CH:22]=3)[C:9]2=[O:27])=[C:4]([OH:29])[CH:3]=1, predict the reactants needed to synthesize it. The reactants are: [Br:1][C:2]1[CH:7]=[CH:6][C:5]([C:8]2(O)[C:16]3[C:11](=[CH:12][CH:13]=[CH:14][CH:15]=3)[N:10]([CH2:17][C:18]3[O:19][C:20]([C:23]([F:26])([F:25])[F:24])=[CH:21][CH:22]=3)[C:9]2=[O:27])=[C:4]([OH:29])[CH:3]=1.C([SiH](CC)CC)C.FC(F)(F)C(O)=O. (2) Given the product [Br:1][C:2]1[CH:3]=[C:4]([CH:7]=[CH:8][C:9]=1[O:10][CH3:11])[CH:5]=[C:20]1[C:19]2[C:23](=[CH:24][C:16]([NH:15][C:12](=[O:14])[CH3:13])=[CH:17][CH:18]=2)[NH:22][C:21]1=[O:25], predict the reactants needed to synthesize it. The reactants are: [Br:1][C:2]1[CH:3]=[C:4]([CH:7]=[CH:8][C:9]=1[O:10][CH3:11])[CH:5]=O.[C:12]([NH:15][C:16]1[CH:24]=[C:23]2[C:19]([CH2:20][C:21](=[O:25])[NH:22]2)=[CH:18][CH:17]=1)(=[O:14])[CH3:13]. (3) Given the product [CH3:1][N:2]([C:22]1[CH:27]=[CH:26][N:25]=[C:24]([C:28]2[CH:33]=[CH:32][CH:31]=[CH:30][CH:29]=2)[N:23]=1)[C:3]1[CH:8]=[CH:7][N:6]=[C:5]([NH:9][C@H:10]([CH2:15][C:16]2[CH:17]=[CH:18][CH:19]=[CH:20][CH:21]=2)[C:11]([OH:13])=[O:12])[N:4]=1, predict the reactants needed to synthesize it. The reactants are: [CH3:1][N:2]([C:22]1[CH:27]=[CH:26][N:25]=[C:24]([C:28]2[CH:33]=[CH:32][CH:31]=[CH:30][CH:29]=2)[N:23]=1)[C:3]1[CH:8]=[CH:7][N:6]=[C:5]([NH:9][C@H:10]([CH2:15][C:16]2[CH:21]=[CH:20][CH:19]=[CH:18][CH:17]=2)[C:11]([O:13]C)=[O:12])[N:4]=1.C1(S)C=CC=CC=1.C([O-])([O-])=O.[K+].[K+]. (4) Given the product [CH2:13]([N:1]1[CH:5]=[CH:4][N:3]=[CH:2]1)[CH2:14][C:15]1[CH:20]=[CH:19][CH:18]=[CH:17][CH:16]=1, predict the reactants needed to synthesize it. The reactants are: [NH:1]1[CH:5]=[CH:4][N:3]=[CH:2]1.C(=O)([O-])[O-].[K+].[K+].Br[CH2:13][CH2:14][C:15]1[CH:20]=[CH:19][CH:18]=[CH:17][CH:16]=1.